Dataset: Catalyst prediction with 721,799 reactions and 888 catalyst types from USPTO. Task: Predict which catalyst facilitates the given reaction. Reactant: [Br:1][C:2]1[C:3](F)=[C:4]2[C:10]([NH:11][C:12]([C:14]3[CH:19]=[CH:18][C:17](=[O:20])[N:16]([CH3:21])[N:15]=3)=[O:13])=[CH:9][NH:8][C:5]2=[N:6][CH:7]=1.[NH:23]1[CH2:28][CH2:27][CH2:26][C@@H:25]([NH:29]C(=O)OC(C)(C)C)[CH2:24]1.CCN(C(C)C)C(C)C.C(O)(C(F)(F)F)=O.C(Cl)[Cl:54]. Product: [ClH:54].[NH2:29][C@@H:25]1[CH2:26][CH2:27][CH2:28][N:23]([C:3]2[C:2]([Br:1])=[CH:7][N:6]=[C:5]3[NH:8][CH:9]=[C:10]([NH:11][C:12]([C:14]4[CH:19]=[CH:18][C:17](=[O:20])[N:16]([CH3:21])[N:15]=4)=[O:13])[C:4]=23)[CH2:24]1. The catalyst class is: 37.